From a dataset of Reaction yield outcomes from USPTO patents with 853,638 reactions. Predict the reaction yield, written as a fraction of the theoretical maximum amount of product (1.0 means a 100% yield; for example, 0.34 means a 34% yield). (1) The catalyst is C(Cl)Cl. The product is [F:43][CH:44]1[CH2:47][N:46]([CH2:36][CH2:37][S:38]([N:2]2[CH2:3][CH:4]([C:6]3[CH:27]=[CH:26][C:9]4[C:10]5[N:14]([CH:13]=[C:12]([C:18]6[N:19]([CH:23]([CH3:24])[CH3:25])[N:20]=[CH:21][N:22]=6)[N:11]=5)[CH2:15][CH2:16][O:17][C:8]=4[CH:7]=3)[CH2:5]2)(=[O:40])=[O:39])[CH2:45]1. The reactants are Cl.[NH:2]1[CH2:5][CH:4]([C:6]2[CH:27]=[CH:26][C:9]3[C:10]4[N:14]([CH2:15][CH2:16][O:17][C:8]=3[CH:7]=2)[CH:13]=[C:12]([C:18]2[N:19]([CH:23]([CH3:25])[CH3:24])[N:20]=[CH:21][N:22]=2)[N:11]=4)[CH2:3]1.C(N(CC)CC)C.Cl[CH2:36][CH2:37][S:38](Cl)(=[O:40])=[O:39].Cl.[F:43][CH:44]1[CH2:47][NH:46][CH2:45]1. The yield is 0.400. (2) The product is [NH2:13][C:12]1[NH:36][N:35]=[C:10]([CH:7]2[CH2:8][CH2:9][N:4]([C:1](=[O:34])[CH3:2])[CH2:5][CH2:6]2)[C:11]=1[C:14]1[S:15][C:16]2[CH:22]=[CH:21][CH:20]=[CH:19][C:17]=2[N:18]=1. The yield is 0.550. The catalyst is CO. The reactants are [C:1]([N:4]1[CH2:9][CH2:8][CH:7]([C:10](OS(C2C=CC(C)=CC=2)(=O)=O)=[C:11]([C:14]2[S:15][C:16]3[CH:22]=[CH:21][CH:20]=[CH:19][C:17]=3[N:18]=2)[C:12]#[N:13])[CH2:6][CH2:5]1)(=O)[CH3:2].[OH2:34].[NH2:35][NH2:36]. (3) The reactants are [C:1]1([S:7]([C:10]([CH:14]2[CH2:26][CH2:25][C:24]3[C:23]4[C:18](=[CH:19][CH:20]=[C:21]([Cl:27])[CH:22]=4)[N:17]([CH2:28][O:29][CH3:30])[C:16]=3[CH2:15]2)([CH3:13])[CH2:11][OH:12])(=[O:9])=[O:8])[CH:6]=[CH:5][CH:4]=[CH:3][CH:2]=1.[H-].[Na+].[CH3:33]I. The catalyst is C1COCC1. The product is [C:1]1([S:7]([C:10]([CH:14]2[CH2:26][CH2:25][C:24]3[C:23]4[C:18](=[CH:19][CH:20]=[C:21]([Cl:27])[CH:22]=4)[N:17]([CH2:28][O:29][CH3:30])[C:16]=3[CH2:15]2)([CH3:13])[CH2:11][O:12][CH3:33])(=[O:9])=[O:8])[CH:6]=[CH:5][CH:4]=[CH:3][CH:2]=1. The yield is 0.720. (4) The reactants are [C:1]([N:4]1[C:13]2[C:8](=[CH:9][C:10]([C:14](O)=[O:15])=[CH:11][CH:12]=2)[C@H:7]([NH:17][C:18]2[CH:23]=[CH:22][C:21]([F:24])=[CH:20][N:19]=2)[C@@H:6]([CH3:25])[C@@H:5]1[CH3:26])(=[O:3])[CH3:2].C[N:28](C(ON1N=NC2C=CC=NC1=2)=[N+](C)C)C.F[P-](F)(F)(F)(F)F.[Cl-].[NH4+].CCN(C(C)C)C(C)C. The catalyst is CN(C)C=O. The product is [C:1]([N:4]1[C:13]2[C:8](=[CH:9][C:10]([C:14]([NH2:28])=[O:15])=[CH:11][CH:12]=2)[C@H:7]([NH:17][C:18]2[CH:23]=[CH:22][C:21]([F:24])=[CH:20][N:19]=2)[C@@H:6]([CH3:25])[C@@H:5]1[CH3:26])(=[O:3])[CH3:2]. The yield is 0.270. (5) The reactants are [F:1][C:2]([F:13])([F:12])[C:3]1[CH:11]=[C:10]2[C:6]([CH:7]=[CH:8][NH:9]2)=[CH:5][CH:4]=1.[H-].[Na+].Br[CH2:17][C:18]([O:20][CH3:21])=[O:19]. The catalyst is CN(C=O)C. The product is [F:13][C:2]([F:1])([F:12])[C:3]1[CH:11]=[C:10]2[C:6]([CH:7]=[CH:8][N:9]2[CH2:17][C:18]([O:20][CH3:21])=[O:19])=[CH:5][CH:4]=1. The yield is 0.346. (6) The reactants are [CH3:1][O:2][C:3]1[CH:8]=[CH:7][C:6]([C:9]2[CH:14]=[CH:13][C:12]([C:15]([NH:17][C@H:18]([C:25]([O:27]CC3C=CC=CC=3)=[O:26])[CH2:19][C:20]([O:22][CH2:23][CH3:24])=[O:21])=[O:16])=[C:11]([NH:35][C:36]([NH:38][C:39]3[C:44]([CH3:45])=[CH:43][C:42]([CH3:46])=[CH:41][C:40]=3[CH3:47])=[O:37])[CH:10]=2)=[CH:5][CH:4]=1.[H][H]. The catalyst is CCO.C(OCC)(=O)C.[Pd]. The product is [CH2:23]([O:22][C:20](=[O:21])[CH2:19][C@H:18]([NH:17][C:15]([C:12]1[CH:13]=[CH:14][C:9]([C:6]2[CH:5]=[CH:4][C:3]([O:2][CH3:1])=[CH:8][CH:7]=2)=[CH:10][C:11]=1[NH:35][C:36]([NH:38][C:39]1[C:40]([CH3:47])=[CH:41][C:42]([CH3:46])=[CH:43][C:44]=1[CH3:45])=[O:37])=[O:16])[C:25]([OH:27])=[O:26])[CH3:24]. The yield is 0.560. (7) No catalyst specified. The yield is 0.0310. The product is [CH2:1]([N:8]1[CH2:12][C@@H:11]([NH:13][CH2:14][C:15]2[CH:20]=[CH:19][C:18]([F:21])=[CH:17][C:16]=2[F:22])[CH2:10][C@H:9]1[C:30]([N:46]1[CH2:45][CH2:44][N:43]([C:37]2[CH:38]=[C:39]([O:41][CH3:42])[CH:40]=[C:35]([O:34][CH3:33])[CH:36]=2)[CH2:48][CH2:47]1)=[O:31])[C:2]1[CH:7]=[CH:6][CH:5]=[CH:4][CH:3]=1. The reactants are [CH2:1]([N:8]1[CH2:12][CH:11]([N:13](C(OC(C)(C)C)=O)[CH2:14][C:15]2[CH:20]=[CH:19][C:18]([F:21])=[CH:17][C:16]=2[F:22])[CH2:10][CH:9]1[C:30](O)=[O:31])[C:2]1[CH:7]=[CH:6][CH:5]=[CH:4][CH:3]=1.[CH3:33][O:34][C:35]1[CH:36]=[C:37]([N:43]2[CH2:48][CH2:47][NH:46][CH2:45][CH2:44]2)[CH:38]=[C:39]([O:41][CH3:42])[CH:40]=1. (8) The reactants are [C:1]([O:5][C:6]([C:8]1[CH:13]=[CH:12][CH:11]=[CH:10][C:9]=1[N:14]1[C:18](=[O:19])[C:17]2([CH2:24][CH2:23][N:22](C(OCC3C=CC=CC=3)=O)[CH2:21][CH2:20]2)[N:16]([C:35]2[CH:40]=[CH:39][CH:38]=[CH:37][CH:36]=2)[CH2:15]1)=[O:7])([CH3:4])([CH3:3])[CH3:2]. The catalyst is C(OCC)(=O)C.C(O)C.[Pd]. The product is [O:19]=[C:18]1[C:17]2([CH2:20][CH2:21][NH:22][CH2:23][CH2:24]2)[N:16]([C:35]2[CH:36]=[CH:37][CH:38]=[CH:39][CH:40]=2)[CH2:15][N:14]1[C:9]1[CH:10]=[CH:11][CH:12]=[CH:13][C:8]=1[C:6]([O:5][C:1]([CH3:2])([CH3:3])[CH3:4])=[O:7]. The yield is 0.964.